From a dataset of Reaction yield outcomes from USPTO patents with 853,638 reactions. Predict the reaction yield, written as a fraction of the theoretical maximum amount of product (1.0 means a 100% yield; for example, 0.34 means a 34% yield). The reactants are F[C:2]1[N:7]2[CH:8]=[C:9]([CH2:11][N:12]([CH3:23])[CH:13]3[C:22]4[N:21]=[CH:20][CH:19]=[CH:18][C:17]=4[CH2:16][CH2:15][CH2:14]3)[N:10]=[C:6]2[CH:5]=[CH:4][CH:3]=1.C(OC([NH:31][C@@H:32]1[CH2:36][CH2:35][NH:34][CH2:33]1)=O)(C)(C)C. No catalyst specified. The product is [NH2:31][C@@H:32]1[CH2:36][CH2:35][N:34]([C:2]2[N:7]3[CH:8]=[C:9]([CH2:11][N:12]([CH3:23])[CH:13]4[C:22]5[N:21]=[CH:20][CH:19]=[CH:18][C:17]=5[CH2:16][CH2:15][CH2:14]4)[N:10]=[C:6]3[CH:5]=[CH:4][CH:3]=2)[CH2:33]1. The yield is 0.530.